From a dataset of Forward reaction prediction with 1.9M reactions from USPTO patents (1976-2016). Predict the product of the given reaction. (1) Given the reactants [Cl:1][C:2]1[S:6][C:5]([NH2:7])=[N:4][C:3]=1[C:8]1[CH:13]=[CH:12][C:11]([S:14]([CH3:17])(=[O:16])=[O:15])=[CH:10][CH:9]=1.[C:18]1([CH:24]([C:36]2[CH:41]=[CH:40][CH:39]=[CH:38][CH:37]=2)[CH2:25][CH2:26][NH:27][CH2:28][CH2:29][CH:30]2[CH2:35][CH2:34][O:33][CH2:32][CH2:31]2)[CH:23]=[CH:22][CH:21]=[CH:20][CH:19]=1.C1(C(C2C=CC=CC=2)CCN)C=CC=CC=1.BrCCC1CC[O:64][CH2:63]C1, predict the reaction product. The product is: [Cl:1][C:2]1[S:6][C:5]([NH:7][C:63](=[O:64])[N:27]([CH2:26][CH2:25][CH:24]([C:36]2[CH:41]=[CH:40][CH:39]=[CH:38][CH:37]=2)[C:18]2[CH:19]=[CH:20][CH:21]=[CH:22][CH:23]=2)[CH2:28][CH2:29][CH:30]2[CH2:35][CH2:34][O:33][CH2:32][CH2:31]2)=[N:4][C:3]=1[C:8]1[CH:9]=[CH:10][C:11]([S:14]([CH3:17])(=[O:15])=[O:16])=[CH:12][CH:13]=1.[C:18]1([CH:24]([C:36]2[CH:41]=[CH:40][CH:39]=[CH:38][CH:37]=2)[CH2:25][CH2:26][NH:27][CH2:28][CH2:29][CH:30]2[CH2:35][CH2:34][O:33][CH2:32][CH2:31]2)[CH:19]=[CH:20][CH:21]=[CH:22][CH:23]=1. (2) The product is: [Br:1][C:2]1[CH:3]=[CH:4][C:5]([C:6]([NH:18][CH:16]([CH3:17])[CH3:15])=[O:8])=[CH:9][CH:10]=1. Given the reactants [Br:1][C:2]1[CH:10]=[CH:9][C:5]([C:6]([OH:8])=O)=[CH:4][CH:3]=1.S(Cl)(Cl)=O.[CH3:15][CH:16]([NH2:18])[CH3:17], predict the reaction product. (3) Given the reactants [CH2:1]([O:3][C:4](=[O:21])[CH2:5][O:6][C:7]1[CH:12]=[CH:11][C:10]([S:13](Cl)(=O)=O)=[CH:9][C:8]=1[C:17](F)(F)F)[CH3:2].C1C=CC2N(O)N=NC=2C=1.C(Cl)CCl.[OH-].[Na+], predict the reaction product. The product is: [CH2:1]([O:3][C:4](=[O:21])[CH2:5][O:6][C:7]1[CH:12]=[CH:11][C:10]([SH:13])=[CH:9][C:8]=1[CH3:17])[CH3:2]. (4) Given the reactants [OH:1][C:2]1[CH:3]=[CH:4][C:5]([C:8]([OH:10])=O)=[N:6][CH:7]=1.[CH2:11]([N:15]1[C:23]2[N:22]=[C:21]([Cl:24])[NH:20][C:19]=2[C:18](=[O:25])[N:17]([CH2:26][CH2:27][CH2:28][CH2:29]/[C:30](=[N:33]/[H])/[NH:31]O)[C:16]1=[O:35])[CH2:12][CH2:13][CH3:14], predict the reaction product. The product is: [CH2:11]([N:15]1[C:23]2[N:22]=[C:21]([Cl:24])[NH:20][C:19]=2[C:18](=[O:25])[N:17]([CH2:26][CH2:27][CH2:28][CH2:29][C:30]2[N:31]=[C:8]([C:5]3[CH:4]=[CH:3][C:2]([OH:1])=[CH:7][N:6]=3)[O:10][N:33]=2)[C:16]1=[O:35])[CH2:12][CH2:13][CH3:14]. (5) Given the reactants [CH:1]1([N:4]([CH2:20][C:21]2[CH:26]=[CH:25][C:24]([O:27][CH3:28])=[CH:23][CH:22]=2)[C:5]2[C:10]3=[N:11][CH:12]=[C:13]([C:14]#[N:15])[N:9]3[N:8]=[C:7](S(C)(=O)=O)[N:6]=2)[CH2:3][CH2:2]1.[C:29]([O:33][C:34](=[O:60])[NH:35][C@@H:36]1[CH2:41][CH2:40][N:39]([C:42]2[CH:47]=[C:46]([C:48]#[N:49])[CH:45]=[C:44]([NH2:50])[C:43]=2[Cl:51])[CH2:38][C@H:37]1[O:52][Si:53]([C:56]([CH3:59])([CH3:58])[CH3:57])([CH3:55])[CH3:54])([CH3:32])([CH3:31])[CH3:30].C(=O)([O-])[O-].[Cs+].[Cs+], predict the reaction product. The product is: [C:29]([O:33][C:34](=[O:60])[NH:35][C@@H:36]1[CH2:41][CH2:40][N:39]([C:42]2[CH:47]=[C:46]([C:48]#[N:49])[CH:45]=[C:44]([NH:50][C:7]3[N:6]=[C:5]([N:4]([CH:1]4[CH2:3][CH2:2]4)[CH2:20][C:21]4[CH:26]=[CH:25][C:24]([O:27][CH3:28])=[CH:23][CH:22]=4)[C:10]4=[N:11][CH:12]=[C:13]([C:14]#[N:15])[N:9]4[N:8]=3)[C:43]=2[Cl:51])[CH2:38][C@H:37]1[O:52][Si:53]([C:56]([CH3:59])([CH3:58])[CH3:57])([CH3:54])[CH3:55])([CH3:32])([CH3:30])[CH3:31].